From a dataset of Forward reaction prediction with 1.9M reactions from USPTO patents (1976-2016). Predict the product of the given reaction. (1) Given the reactants C(N(CC)CC)C.CC(C)(C)C(Cl)=O.[C:15]([OH:23])(=O)[CH:16]=[CH:17][CH2:18][CH2:19][CH2:20][CH3:21].[CH2:24]1[O:29][C:27](=[O:28])[NH:26][CH:25]1[CH2:30][C:31]1[CH:36]=[CH:35][CH:34]=[CH:33][CH:32]=1.[Li]CCCC, predict the reaction product. The product is: [CH2:30]([C@@H:25]1[CH2:24][O:29][C:27](=[O:28])[N:26]1[C:15](=[O:23])/[CH:16]=[CH:17]/[CH2:18][CH2:19][CH2:20][CH3:21])[C:31]1[CH:32]=[CH:33][CH:34]=[CH:35][CH:36]=1. (2) The product is: [N:3]([C:6]([C:8]1[CH:17]=[CH:16][C:11]([C:12]([O:14][CH3:15])=[O:13])=[CH:10][CH:9]=1)=[O:7])=[C:2]=[S:1]. Given the reactants [S-:1][C:2]#[N:3].[K+].Cl[C:6]([C:8]1[CH:17]=[CH:16][C:11]([C:12]([O:14][CH3:15])=[O:13])=[CH:10][CH:9]=1)=[O:7], predict the reaction product. (3) Given the reactants [NH2:1][C:2]1[C:7]([C:8]([OH:10])=[O:9])=[C:6]([CH2:11][C:12]2[CH:17]=[CH:16][CH:15]=[CH:14][CH:13]=2)[C:5]([O:18][CH3:19])=[CH:4][CH:3]=1.Cl[C:21](Cl)([O:23]C(=O)OC(Cl)(Cl)Cl)Cl, predict the reaction product. The product is: [CH2:11]([C:6]1[C:7]2[C:8](=[O:10])[O:9][C:21](=[O:23])[NH:1][C:2]=2[CH:3]=[CH:4][C:5]=1[O:18][CH3:19])[C:12]1[CH:13]=[CH:14][CH:15]=[CH:16][CH:17]=1. (4) Given the reactants [N:1](/[C:4](=[CH:10]/[CH:11]=[CH:12]/[C:13]1[C:18]([O:19][CH3:20])=[CH:17][CH:16]=[CH:15][C:14]=1[O:21][CH3:22])/[C:5]([O:7][CH2:8][CH3:9])=[O:6])=[N+]=[N-].[C:23]1([P:29]([C:36]2[CH:41]=[CH:40][CH:39]=[CH:38][CH:37]=2)[C:30]2[CH:35]=[CH:34][CH:33]=[CH:32][CH:31]=2)[CH:28]=[CH:27][CH:26]=[CH:25][CH:24]=1, predict the reaction product. The product is: [CH3:22][O:21][C:14]1[CH:15]=[CH:16][CH:17]=[C:18]([O:19][CH3:20])[C:13]=1/[CH:12]=[CH:11]/[CH:10]=[C:4](/[N:1]=[P:29]([C:30]1[CH:31]=[CH:32][CH:33]=[CH:34][CH:35]=1)([C:36]1[CH:41]=[CH:40][CH:39]=[CH:38][CH:37]=1)[C:23]1[CH:24]=[CH:25][CH:26]=[CH:27][CH:28]=1)\[C:5]([O:7][CH2:8][CH3:9])=[O:6].